From a dataset of Full USPTO retrosynthesis dataset with 1.9M reactions from patents (1976-2016). Predict the reactants needed to synthesize the given product. (1) The reactants are: [CH2:1]([C:3]1[C:11]([N:12]([CH2:20][CH:21]2[CH2:26][CH2:25][O:24][CH2:23][CH2:22]2)C(=O)OC(C)(C)C)=[C:6]2[CH:7]=[CH:8][CH:9]=[CH:10][N:5]2[N:4]=1)[CH3:2].[ClH:27].C(OCC)(=O)C. Given the product [ClH:27].[CH2:1]([C:3]1[C:11]([NH:12][CH2:20][CH:21]2[CH2:26][CH2:25][O:24][CH2:23][CH2:22]2)=[C:6]2[CH:7]=[CH:8][CH:9]=[CH:10][N:5]2[N:4]=1)[CH3:2], predict the reactants needed to synthesize it. (2) Given the product [C:1]([O:5][C:6]([N:8]1[CH2:12][C@@H:11]([O:13][CH3:14])[CH2:10][C@H:9]1[C:15]1[NH:42][CH:35]=[C:33]([C:34]2[CH:27]=[CH:28][C:19]([Br:18])=[CH:20][CH:21]=2)[N:32]=1)=[O:7])([CH3:2])([CH3:3])[CH3:4], predict the reactants needed to synthesize it. The reactants are: [C:1]([O:5][C:6]([N:8]1[CH2:12][C@@H:11]([O:13][CH3:14])[CH2:10][C@H:9]1[C:15](O)=O)=[O:7])([CH3:4])([CH3:3])[CH3:2].[Br:18][C:19]1[CH:28]=[CH:27]C(C(=O)CBr)=[CH:21][CH:20]=1.C([N:32](CC)[CH:33]([CH3:35])[CH3:34])(C)C.C([O-])(=O)C.[NH4+:42]. (3) Given the product [OH:1][C:2]1[CH:3]=[C:4]([CH2:8][CH2:9][C:10]([O:12][CH2:18][CH3:19])=[O:11])[CH:5]=[CH:6][CH:7]=1, predict the reactants needed to synthesize it. The reactants are: [OH:1][C:2]1[CH:3]=[C:4]([CH2:8][CH2:9][C:10]([OH:12])=[O:11])[CH:5]=[CH:6][CH:7]=1.OS(O)(=O)=O.[CH3:18][CH2:19]O. (4) Given the product [C:26]([O:30][C:31]([NH:2][CH2:1][C:3]1[CH:4]=[CH:5][C:6]([NH:9][C@@H:10]([CH:16]([CH3:17])[CH3:18])[C:11]([O:13][CH2:14][CH3:15])=[O:12])=[CH:7][CH:8]=1)=[O:32])([CH3:29])([CH3:28])[CH3:27], predict the reactants needed to synthesize it. The reactants are: [C:1]([C:3]1[CH:8]=[CH:7][C:6]([NH:9][C@@H:10]([CH:16]([CH3:18])[CH3:17])[C:11]([O:13][CH2:14][CH3:15])=[O:12])=[CH:5][CH:4]=1)#[N:2].[BH4-].[Na+].C([O-])(O)=O.[Na+].[C:26]([O:30][C:31](O[C:31]([O:30][C:26]([CH3:29])([CH3:28])[CH3:27])=[O:32])=[O:32])([CH3:29])([CH3:28])[CH3:27]. (5) Given the product [O:16]1[CH2:20][CH2:19][CH2:18][O:17][CH:15]1[C:3]1[CH:4]=[C:5]([C:8]2[CH:13]=[CH:12][CH:11]=[CH:10][C:9]=2[CH3:14])[CH:6]=[CH:7][C:2]=1[OH:1], predict the reactants needed to synthesize it. The reactants are: [OH:1][C:2]1[CH:7]=[CH:6][C:5]([C:8]2[CH:13]=[CH:12][CH:11]=[CH:10][C:9]=2[CH3:14])=[CH:4][C:3]=1[CH:15]=[O:16].[OH:17][CH2:18][CH2:19][CH2:20]O.C1(C)C=CC(S(O)(=O)=O)=CC=1.